From a dataset of Reaction yield outcomes from USPTO patents with 853,638 reactions. Predict the reaction yield, written as a fraction of the theoretical maximum amount of product (1.0 means a 100% yield; for example, 0.34 means a 34% yield). (1) The reactants are [CH3:1][C:2]1([CH3:13])[C:10]2[C:5](=[CH:6][CH:7]=[CH:8][CH:9]=2)[C:4](=[N:11]O)[CH2:3]1. The catalyst is CO.[Pd]. The product is [CH3:1][C:2]1([CH3:13])[C:10]2[C:5](=[CH:6][CH:7]=[CH:8][CH:9]=2)[CH:4]([NH2:11])[CH2:3]1. The yield is 1.00. (2) The reactants are [S:1]1[C:5]2[CH:6]=[CH:7][CH:8]=[CH:9][C:4]=2[N:3]=[C:2]1[S:10][CH2:11][C:12]([N:14]1[C:23]2[C:18](=[CH:19][CH:20]=[CH:21][CH:22]=2)[CH2:17][CH2:16][CH2:15]1)=[O:13].C1C=C(Cl)C=C(C(OO)=[O:32])C=1. The catalyst is C(Cl)Cl. The product is [S:1]1[C:5]2[CH:6]=[CH:7][CH:8]=[CH:9][C:4]=2[N:3]=[C:2]1[S:10]([CH2:11][C:12]([N:14]1[C:23]2[C:18](=[CH:19][CH:20]=[CH:21][CH:22]=2)[CH2:17][CH2:16][CH2:15]1)=[O:13])=[O:32]. The yield is 0.940.